From a dataset of Experimentally validated miRNA-target interactions with 360,000+ pairs, plus equal number of negative samples. Binary Classification. Given a miRNA mature sequence and a target amino acid sequence, predict their likelihood of interaction. (1) The miRNA is mmu-miR-96-3p with sequence CAAUCAUGUGUAGUGCCAAUAU. The protein sequence of the target gene is MASLGPSPWAPLSTPAPTAQLLLFLLLQVSAQPQGLSGMQGEPSLGDSSSGEDELGVDVLPSEEDAPEEADPPDGEDPPEVNSEDRMEESLGLEDLSTPEAPEHSQGSHGDEKGGGHSHWSYGGTLLWPQVSPACAGRFQSPVDIRLERTAFCRTLQPLELLGYELQPLPELSLSNNGHTVQLTLPPGLKMALGPGQEYRALQLHLHWGTSDHPGSEHTVNGHRFPAEIHVVHLSTAFSELHEALGRPGGLAVLAAFLQESPEENSAYEQLLSHLEEISEEGSKIEIPGLDVSALLPSDL.... Result: 0 (no interaction). (2) The miRNA is hsa-miR-3927-3p with sequence CAGGUAGAUAUUUGAUAGGCAU. The protein sequence of the target gene is MTEVQAMVEFSVELNKFYNVDLFQRGFYQIRASMKIPSRIPHRVEASLLHATGMTLAFPASVHDSLICSKTFQILYKNEEVVLNDVMIFKVKMLLDERKIEETLEEMNFLLSLDLHFTDGDYSADDLNALQLISSRTLKLHFSPHRGLHHHVNVMFDYFHLSVVSVTVHASLVALHQPLISFPRPVKTTWLNRNAPAQNKDSVIPTLESVVFGINYTKQLSPDGCSFIIADSFLHHAYRFHYTLCATLLLAFKGLHSYFITVTEEIPSCQKLELEEMDVEARLTELCEEVKKIENPDELA.... Result: 1 (interaction). (3) The miRNA is hsa-miR-6826-3p with sequence CUCCCCUCUCUUUCCUGUUCAG. The protein sequence of the target gene is MAALAAPGLLSVRILGLRTAQVQLRRVHQSVATEGPSPSPSPSLSSTQSAVSKAGAGAVVPKLSHLPRSRAEYVVTKLDDLINWARRSSLWPMTFGLACCAVEMMHMAAPRYDMDRFGVVFRASPRQADVMIVAGTLTNKMAPALRKVYDQMPEPRYVVSMGSCANGGGYYHYSYSVVRGCDRIVPVDIYVPGCPPTAEALLYGILQLQRKIKREQKLKIWYRR. Result: 0 (no interaction). (4) The miRNA is hsa-miR-6825-5p with sequence UGGGGAGGUGUGGAGUCAGCAU. The protein sequence of the target gene is MERPPPRAAGRDPSALRAEAPWLRAEGPGPRAAPVTVPTPPQGSSVGGGFAGLEFARPQESEPRASDLGAPRTWTGAAAGPRTPSAHIPVPAQRATPGKARLDEVMAAAALTSLSTSPLLLGAPVAAFSPEPGLEPWKEALVRPPGSYSSSSNSGDWGWDLASDQSSPSTPSPPLPPEAAHFLFGEPTLRKRKSPAQVMFQCLWKSCGKVLSTASAMQRHIRLVHLGRQAEPEQSDGEEDFYYTELDVGVDTLTDGLSSLTPVSPTASMPPAFPRLELPELLEPPALPSPLRPPAPPLPP.... Result: 1 (interaction). (5) The miRNA is mmu-miR-709 with sequence GGAGGCAGAGGCAGGAGGA. The protein sequence of the target gene is MASNVTNKTDPRSMNSRVFIGNLNTLVVKKSDVEAIFSKYGKIVGCSVHKGFAFVQYVNERNARAAVAGEDGRMIAGQVLDINLAAEPKVNRGKAGVKRSAAEMYGSVPEHPSPSPLLSSSFDLDYDFQRDYYDRMYSYPARVPPPPPIARAVVPSKRQRVSGNTSRRGKSGFNSKSGQRGSSSKSGKLKGDDLQAIKKELTQIKQKVDSLLESLEKIEKEQSKQADLSFSSPVEMKNEKSEEEQSSASVKKDETNVKMESEAGADDSAEEGDLLDDDDNEDRGDDQLELKDDEKEPEEG.... Result: 1 (interaction). (6) The miRNA is hsa-miR-1908-5p with sequence CGGCGGGGACGGCGAUUGGUC. The protein sequence of the target gene is MARKKVRPRLIAELARRVRALREQLNRPRDSQLYAVDYETLTRPFSGRRLPVRAWADVRRESRLLQLLGRLPLFGLGRLVTRKSWLWQHDEPCYWRLTRVRPDYTAQNLDHGKAWGILTFKGKTESEAREIEHVMYHDWRLVPKHEEEAFTAFTPAPEDSLASVPYPPLLRAMIIAERQKNGDTSTEEPMLNVQRIRMEPWDYPAKQEDKGRAKGTPV. Result: 0 (no interaction). (7) The miRNA is hsa-miR-4764-3p with sequence UUAACUCCUUUCACACCCAUGG. The protein sequence of the target gene is MRSSCVLLAALLALAAYYVYIPLPSAVSDPWKLMLLDATFRGAQQVSNLIHSLGLNHHLIALNFIITSFGKQSARSSPKVKVTDTDFDGVEVRVFEGSPKPEEPLRRSVIYIHGGGWALASAKISYYDQLCTTMAEELNAVIVSIEYRLVPQVYFPEQIHDVIRATKYFLQPEVLDKYKVDPGRVGISGDSAGGNLAAALGQQFTYVASLKNKLKLQALVYPVLQALDFNTPSYQQSMNTPILPRHVMVRYWLDYFKGNYDFVEAMIVNNHTSLDVERAAALRARLDWTSLLPSSIKKNY.... Result: 0 (no interaction). (8) The miRNA is hsa-miR-3978 with sequence GUGGAAAGCAUGCAUCCAGGGUGU. The protein sequence of the target gene is MAARSLGSGVGRLLRGLQGRSGQSGWSLSVSRSTATRLPGCVPAAAQPGSYPALSAQAAQEPAAFWGPLARDTLVWDTPYHTVWDCDFRTGKIGWFLGGQLNVSVNCLDQHVQKSPETIALIWERDEPGTEVRITYRELLETTCRLANTLKRHGVHRGDRVAIYMPVSPLAVAAMLACARIGAIHTVVFAGFSAESLAGRINDAKCKAVITFNQGLRGGRVVELKKIVDEAVKSCPTVQHVLVAHRTDTKVPMGSLDIPLEQEMAKEAPVCTPESMSSEDMLFMLYTSGSTGTPKGLVHT.... Result: 0 (no interaction).